Dataset: Catalyst prediction with 721,799 reactions and 888 catalyst types from USPTO. Task: Predict which catalyst facilitates the given reaction. (1) Reactant: [N:1]1([C:7]([C:9]2[CH:14]=[CH:13][C:12]([C:15]3[CH:16]=[CH:17][C:18]4[N:19]([C:21]([C:24]#[C:25][C:26]5[CH:27]=[CH:28][C:29]([NH:32]C(=O)OC(C)(C)C)=[N:30][CH:31]=5)=[CH:22][N:23]=4)[N:20]=3)=[CH:11][CH:10]=2)=[O:8])[CH2:6][CH2:5][O:4][CH2:3][CH2:2]1.FC(F)(F)C(O)=O. Product: [NH2:32][C:29]1[N:30]=[CH:31][C:26]([C:25]#[C:24][C:21]2[N:19]3[N:20]=[C:15]([C:12]4[CH:11]=[CH:10][C:9]([C:7]([N:1]5[CH2:6][CH2:5][O:4][CH2:3][CH2:2]5)=[O:8])=[CH:14][CH:13]=4)[CH:16]=[CH:17][C:18]3=[N:23][CH:22]=2)=[CH:27][CH:28]=1. The catalyst class is: 4. (2) Reactant: [CH2:1]([C:3]1[CH:8]=[CH:7][CH:6]=[CH:5][C:4]=1[PH:9](=O)[C:10]1[CH:15]=[CH:14][CH:13]=[CH:12][C:11]=1[CH2:16][CH3:17])[CH3:2].C(N(CC)CC)C.Cl[SiH](Cl)Cl. Product: [CH2:16]([C:11]1[CH:12]=[CH:13][CH:14]=[CH:15][C:10]=1[PH:9][C:4]1[CH:5]=[CH:6][CH:7]=[CH:8][C:3]=1[CH2:1][CH3:2])[CH3:17]. The catalyst class is: 10. (3) Reactant: [CH:1]([C:4]1[C:8]2=[N:9][C:10]([C:13]([NH:15][C:16]3[CH:17]=[N:18][CH:19]=[CH:20][C:21]=3[N:22]3[CH2:27][C@H:26]([CH3:28])[CH2:25][C@H:24]([NH:29]C(=O)OC(C)(C)C)[CH2:23]3)=[O:14])=[CH:11][CH:12]=[C:7]2[S:6][CH:5]=1)([CH3:3])[CH3:2].C(O)(C(F)(F)F)=O.N. Product: [NH2:29][C@H:24]1[CH2:25][C@@H:26]([CH3:28])[CH2:27][N:22]([C:21]2[CH:20]=[CH:19][N:18]=[CH:17][C:16]=2[NH:15][C:13]([C:10]2[N:9]=[C:8]3[C:4]([CH:1]([CH3:3])[CH3:2])=[CH:5][S:6][C:7]3=[CH:12][CH:11]=2)=[O:14])[CH2:23]1. The catalyst class is: 2. (4) Reactant: [Br:1][C:2]1[CH:3]=[C:4]([CH:7]=[CH:8][C:9]=1[F:10])[CH:5]=[O:6].[BH4-].[Na+].O. Product: [Br:1][C:2]1[CH:3]=[C:4]([CH2:5][OH:6])[CH:7]=[CH:8][C:9]=1[F:10]. The catalyst class is: 5. (5) Product: [NH2:20][C:18]1[O:19][CH:2]=[C:3]([C:5]2[C:6](=[O:16])[O:7][C:8]3[C:13]([CH:14]=2)=[CH:12][CH:11]=[CH:10][C:9]=3[Cl:15])[N:17]=1. Reactant: Br[CH2:2][C:3]([C:5]1[C:6](=[O:16])[O:7][C:8]2[C:13]([CH:14]=1)=[CH:12][CH:11]=[CH:10][C:9]=2[Cl:15])=O.[NH2:17][C:18]([NH2:20])=[O:19]. The catalyst class is: 37.